This data is from Forward reaction prediction with 1.9M reactions from USPTO patents (1976-2016). The task is: Predict the product of the given reaction. (1) Given the reactants [CH3:1][O:2][C:3]1[CH:4]=[C:5]([C:11]2([C:17]#[N:18])[CH2:16][CH2:15][CH2:14][CH2:13][CH2:12]2)[CH:6]=[CH:7][C:8]=1[O:9][CH3:10].[H-].[Al+3].[Li+].[H-].[H-].[H-], predict the reaction product. The product is: [CH3:1][O:2][C:3]1[CH:4]=[C:5]([C:11]2([CH2:17][NH2:18])[CH2:12][CH2:13][CH2:14][CH2:15][CH2:16]2)[CH:6]=[CH:7][C:8]=1[O:9][CH3:10]. (2) The product is: [NH2:1][C:2]1[N:7]=[C:6]([C:8]2[NH:12][C:11]([C:13]3[CH:18]=[C:17]([Cl:19])[CH:16]=[CH:15][C:14]=3[CH3:20])=[C:10]([C:21]([NH2:23])=[O:22])[C:9]=2[I:24])[CH:5]=[CH:4][N:3]=1. Given the reactants [NH2:1][C:2]1[N:7]=[C:6]([C:8]2[NH:12][C:11]([C:13]3[CH:18]=[C:17]([Cl:19])[CH:16]=[CH:15][C:14]=3[CH3:20])=[C:10]([C:21]([NH2:23])=[O:22])[CH:9]=2)[CH:5]=[CH:4][N:3]=1.[I:24]N1C(=O)CCC1=O.O, predict the reaction product. (3) Given the reactants [Br:1][C:2]1[C:11]2[O:10][CH2:9][CH:8]([C:12]3[CH:17]=[CH:16][CH:15]=[CH:14][CH:13]=3)[N:7]3[C:18](=[O:20])[NH:19][C:5]([C:6]=23)=[CH:4][CH:3]=1.Cl.Cl[CH2:23][CH2:24][N:25]1[CH2:30][CH2:29][O:28][CH2:27][CH2:26]1.[H-].[Na+].CCOC(C)=O, predict the reaction product. The product is: [Br:1][C:2]1[C:11]2[O:10][CH2:9][CH:8]([C:12]3[CH:17]=[CH:16][CH:15]=[CH:14][CH:13]=3)[N:7]3[C:18](=[O:20])[N:19]([CH2:23][CH2:24][N:25]4[CH2:30][CH2:29][O:28][CH2:27][CH2:26]4)[C:5]([C:6]=23)=[CH:4][CH:3]=1. (4) Given the reactants S(Cl)(Cl)=O.[CH2:5]([O:12][C:13]([NH:15][CH:16]([CH2:28][C:29]1[CH:34]=[CH:33][CH:32]=[CH:31][CH:30]=1)[C:17]([NH:19][CH:20]([P:24](=[O:27])([OH:26])[OH:25])[CH:21]([CH3:23])[CH3:22])=[O:18])=[O:14])[C:6]1[CH:11]=[CH:10][CH:9]=[CH:8][CH:7]=1.[CH3:35][O:36][C:37](=[O:51])[CH:38](O)[CH2:39][CH2:40][CH2:41][NH:42][C:43]([O:45][C:46]([CH3:49])([CH3:48])[CH3:47])=[O:44].C(OCC)(=O)C, predict the reaction product. The product is: [CH3:35][O:36][C:37](=[O:51])[CH:38]([O:27][P:24]([CH:20]([NH:19][C:17](=[O:18])[CH:16]([NH:15][C:13]([O:12][CH2:5][C:6]1[CH:11]=[CH:10][CH:9]=[CH:8][CH:7]=1)=[O:14])[CH2:28][C:29]1[CH:30]=[CH:31][CH:32]=[CH:33][CH:34]=1)[CH:21]([CH3:22])[CH3:23])([OH:26])=[O:25])[CH2:39][CH2:40][CH2:41][NH:42][C:43]([O:45][C:46]([CH3:48])([CH3:47])[CH3:49])=[O:44]. (5) Given the reactants C1C(=O)N([Br:8])C(=O)C1.[CH3:9][C:10]1[CH:11]=[CH:12][CH:13]=[C:14]2[C:19]=1[N:18]=[CH:17][CH:16]=[CH:15]2.[OH-].[Na+], predict the reaction product. The product is: [Br:8][C:13]1[CH:12]=[CH:11][C:10]([CH3:9])=[C:19]2[C:14]=1[CH:15]=[CH:16][CH:17]=[N:18]2. (6) Given the reactants [N:1]1[C:10]2[C:5](=[N:6][CH:7]=[CH:8][N:9]=2)[C:4]([NH:11][CH2:12][CH2:13][C:14]2[CH:19]=[CH:18][C:17]([OH:20])=[CH:16][CH:15]=2)=[N:3][CH:2]=1.Cl[C:22]1[CH:27]=[N:26][CH:25]=[CH:24][N:23]=1.[H-].[Na+], predict the reaction product. The product is: [N:1]1[C:10]2[C:5](=[N:6][CH:7]=[CH:8][N:9]=2)[C:4]([NH:11][CH2:12][CH2:13][C:14]2[CH:19]=[CH:18][C:17]([O:20][C:22]3[CH:27]=[N:26][CH:25]=[CH:24][N:23]=3)=[CH:16][CH:15]=2)=[N:3][CH:2]=1.